Dataset: Forward reaction prediction with 1.9M reactions from USPTO patents (1976-2016). Task: Predict the product of the given reaction. (1) Given the reactants Br[C:2]1[CH:3]=[N:4][N:5]([CH3:8])[C:6]=1[Cl:7].[Cl:9][C:10]1[C:15]([F:16])=[CH:14][CH:13]=[C:12]([O:17][CH3:18])[C:11]=1[C@H:19]([C:21]1[C:29]2[C:24](=[N:25][CH:26]=[C:27](B3OC(C)(C)C(C)(C)O3)[CH:28]=2)[NH:23][CH:22]=1)[CH3:20].C(=O)([O-])[O-].[K+].[K+].ClCCl, predict the reaction product. The product is: [Cl:9][C:10]1[C:15]([F:16])=[CH:14][CH:13]=[C:12]([O:17][CH3:18])[C:11]=1[C@H:19]([C:21]1[C:29]2[C:24](=[N:25][CH:26]=[C:27]([C:2]3[CH:3]=[N:4][N:5]([CH3:8])[C:6]=3[Cl:7])[CH:28]=2)[NH:23][CH:22]=1)[CH3:20]. (2) Given the reactants [C:1]1([S:7]([N:10]2[C:14]3[CH:15]=[N:16][C:17]([C:26]#[N:27])=[C:18]([O:19][CH:20]4[CH2:25][CH2:24][NH:23][CH2:22][CH2:21]4)[C:13]=3[C:12]3[CH:28]=[C:29]([Br:32])[CH:30]=[N:31][C:11]2=3)(=[O:9])=[O:8])[CH:6]=[CH:5][CH:4]=[CH:3][CH:2]=1.[CH2:33](I)[CH3:34], predict the reaction product. The product is: [C:1]1([S:7]([N:10]2[C:14]3[CH:15]=[N:16][C:17]([C:26]#[N:27])=[C:18]([O:19][CH:20]4[CH2:25][CH2:24][N:23]([CH2:33][CH3:34])[CH2:22][CH2:21]4)[C:13]=3[C:12]3[CH:28]=[C:29]([Br:32])[CH:30]=[N:31][C:11]2=3)(=[O:8])=[O:9])[CH:2]=[CH:3][CH:4]=[CH:5][CH:6]=1. (3) Given the reactants [I-].[CH2:2]([N+:9]1[CH:10]([C:16]([O:18][CH3:19])=[O:17])[CH2:11][CH2:12][C:13]=1SC)[C:3]1[CH:8]=[CH:7][CH:6]=[CH:5][CH:4]=1.[N+:20]([CH3:23])([O-:22])=[O:21].C(N(C(C)C)CC)(C)C, predict the reaction product. The product is: [CH2:2]([N:9]1[C:13](=[CH:23][N+:20]([O-:22])=[O:21])[CH2:12][CH2:11][CH:10]1[C:16]([O:18][CH3:19])=[O:17])[C:3]1[CH:8]=[CH:7][CH:6]=[CH:5][CH:4]=1. (4) Given the reactants [F:1][C:2]1[CH:7]=[C:6]([F:8])[CH:5]=[CH:4][C:3]=1[C:9]1[CH:14]=[CH:13][C:12]([S:15]([NH:18][C:19]2[CH:24]=[CH:23][CH:22]=[C:21]([CH:25]3[CH2:27][O:26]3)[CH:20]=2)(=[O:17])=[O:16])=[CH:11][CH:10]=1.[CH3:28][NH2:29], predict the reaction product. The product is: [F:1][C:2]1[CH:7]=[C:6]([F:8])[CH:5]=[CH:4][C:3]=1[C:9]1[CH:14]=[CH:13][C:12]([S:15]([NH:18][C:19]2[CH:24]=[CH:23][CH:22]=[C:21]([CH:25]([OH:26])[CH2:27][NH:29][CH3:28])[CH:20]=2)(=[O:17])=[O:16])=[CH:11][CH:10]=1. (5) Given the reactants [OH:1][C:2]1[CH:9]=[CH:8][C:5]([CH:6]=[O:7])=[CH:4][CH:3]=1.C(N(CC)C(C)C)(C)C.[CH3:19][O:20][CH2:21]Cl, predict the reaction product. The product is: [CH3:19][O:20][CH2:21][O:1][C:2]1[CH:9]=[CH:8][C:5]([CH:6]=[O:7])=[CH:4][CH:3]=1.